This data is from Forward reaction prediction with 1.9M reactions from USPTO patents (1976-2016). The task is: Predict the product of the given reaction. (1) Given the reactants [C:1]([NH:9][C:10]1[CH:15]=[CH:14][C:13]([C:16]2[CH:24]=[C:23]3[C:19]([CH2:20][N:21]([C@@H:26]([CH:30]([CH3:32])[CH3:31])[C:27]([OH:29])=[O:28])[C:22]3=[O:25])=[CH:18][CH:17]=2)=[CH:12][CH:11]=1)(=[O:8])C1C=CC=CC=1.[C:33]1([C:39]2[NH:40][C:41](C(OCC)=O)=[N:42][N:43]=2)[CH:38]=[CH:37][CH:36]=[CH:35][CH:34]=1, predict the reaction product. The product is: [CH3:31][CH:30]([CH3:32])[C@H:26]([N:21]1[CH2:20][C:19]2[C:23](=[CH:24][C:16]([C:13]3[CH:14]=[CH:15][C:10]([NH:9][C:1]([C:41]4[NH:40][C:39]([C:33]5[CH:38]=[CH:37][CH:36]=[CH:35][CH:34]=5)=[N:43][N:42]=4)=[O:8])=[CH:11][CH:12]=3)=[CH:17][CH:18]=2)[C:22]1=[O:25])[C:27]([OH:29])=[O:28]. (2) The product is: [Cl:14][C:15]1[CH:20]=[CH:19][CH:18]=[C:17]([Cl:21])[C:16]=1[NH:22][C:23]1[NH:12][C:7]2[CH:6]=[C:5]([C:4]([OH:3])=[O:13])[CH:10]=[CH:9][C:8]=2[N:11]=1. Given the reactants C([O:3][C:4](=[O:13])[C:5]1[CH:10]=[CH:9][C:8]([NH2:11])=[C:7]([NH2:12])[CH:6]=1)C.[Cl:14][C:15]1[CH:20]=[CH:19][CH:18]=[C:17]([Cl:21])[C:16]=1[N:22]=[C:23]=S.CC(C)N=C=NC(C)C.O, predict the reaction product. (3) Given the reactants [F:1][C:2]1[CH:3]=[C:4]([CH:7]=[CH:8][C:9]=1[C:10]1[C:19]([C:20]2[CH:25]=[CH:24][CH:23]=[CH:22][CH:21]=2)=[CH:18][C:17]2[C:12](=[CH:13][CH:14]=[N:15][C:16]=2[O:26][CH3:27])[N:11]=1)[C:5]#[N:6].N.O.[H][H], predict the reaction product. The product is: [F:1][C:2]1[CH:3]=[C:4]([CH2:5][NH2:6])[CH:7]=[CH:8][C:9]=1[C:10]1[C:19]([C:20]2[CH:25]=[CH:24][CH:23]=[CH:22][CH:21]=2)=[CH:18][C:17]2[C:12](=[CH:13][CH:14]=[N:15][C:16]=2[O:26][CH3:27])[N:11]=1.